This data is from Reaction yield outcomes from USPTO patents with 853,638 reactions. The task is: Predict the reaction yield, written as a fraction of the theoretical maximum amount of product (1.0 means a 100% yield; for example, 0.34 means a 34% yield). The reactants are [CH3:1][N:2]([CH3:18])[C:3]1[N:8]=[C:7]([NH:9][CH:10]([CH2:13][CH3:14])[CH2:11][CH3:12])[C:6]([N+:15]([O-])=O)=[CH:5][CH:4]=1.C1N=CN([C:24](N2C=NC=C2)=[O:25])C=1. The catalyst is CO.[Pd]. The product is [CH3:1][N:2]([CH3:18])[C:3]1[N:8]=[C:7]2[N:9]([CH:10]([CH2:13][CH3:14])[CH2:11][CH3:12])[C:24]([OH:25])=[N:15][C:6]2=[CH:5][CH:4]=1. The yield is 0.570.